Task: Predict the product of the given reaction.. Dataset: Forward reaction prediction with 1.9M reactions from USPTO patents (1976-2016) (1) Given the reactants [CH3:1][N:2]([CH3:35])[CH2:3][CH2:4][CH2:5][NH:6][S:7]([CH2:10][CH2:11][CH:12]([CH2:24][C:25]([F:34])([C:30]([F:33])([F:32])[F:31])[C:26]([F:29])([F:28])[F:27])[CH2:13][C:14]([F:23])([C:19]([F:22])([F:21])[F:20])[C:15]([F:18])([F:17])[F:16])(=[O:9])=[O:8].C([OH:38])C.OO, predict the reaction product. The product is: [CH3:35][N:2]([CH3:1])[CH2:3][CH2:4][CH2:5][NH+:6]([O-:38])[S:7]([CH2:10][CH2:11][CH:12]([CH2:13][C:14]([F:23])([C:19]([F:20])([F:21])[F:22])[C:15]([F:16])([F:17])[F:18])[CH2:24][C:25]([F:34])([C:26]([F:29])([F:27])[F:28])[C:30]([F:31])([F:32])[F:33])(=[O:9])=[O:8]. (2) Given the reactants C(O)(=O)C.[C:5]([C:9]1[CH:10]=[C:11]([CH3:16])[CH:12]=[C:13]([CH3:15])[CH:14]=1)([CH3:8])([CH3:7])[CH3:6].[Br:17]Br, predict the reaction product. The product is: [C:5]([C:9]1[CH:10]=[C:11]([CH3:16])[C:12]([Br:17])=[C:13]([CH3:15])[CH:14]=1)([CH3:8])([CH3:7])[CH3:6]. (3) The product is: [CH3:12][C:7]1([CH:5]([CH3:6])[C:4]([OH:13])=[O:3])[O:11][CH2:10][CH2:9][O:8]1. Given the reactants C([O:3][C:4](=[O:13])[CH:5]([C:7]1([CH3:12])[O:11][CH2:10][CH2:9][O:8]1)[CH3:6])C.[OH-].[K+], predict the reaction product. (4) Given the reactants C(=O)([O-])[O-].[K+].[K+].Cl.[NH2:8][C:9]1[CH:10]=[C:11](B(O)O)[CH:12]=[CH:13][CH:14]=1.[CH2:18]([O:22][C:23]1[CH:24]=[C:25](/[CH:30]=[C:31](\[O:36][CH3:37])/[C:32]([O:34][CH3:35])=[O:33])[CH:26]=[CH:27][C:28]=1I)[CH2:19][CH2:20][CH3:21].O, predict the reaction product. The product is: [NH2:8][C:9]1[CH:10]=[C:11]([C:28]2[CH:27]=[CH:26][C:25](/[CH:30]=[C:31](\[O:36][CH3:37])/[C:32]([O:34][CH3:35])=[O:33])=[CH:24][C:23]=2[O:22][CH2:18][CH2:19][CH2:20][CH3:21])[CH:12]=[CH:13][CH:14]=1. (5) Given the reactants O=S(Cl)[Cl:3].O[CH2:6][C:7]1[N:12]=[C:11]([C:13]([O:15][CH3:16])=[O:14])[CH:10]=[CH:9][CH:8]=1.C([O-])([O-])=O.[K+].[K+], predict the reaction product. The product is: [Cl:3][CH2:6][C:7]1[N:12]=[C:11]([C:13]([O:15][CH3:16])=[O:14])[CH:10]=[CH:9][CH:8]=1. (6) The product is: [CH2:6]([O:13][C:14]1[C:15]([O:35][CH3:32])=[N:16][C:17]2[C:22]([C:38]=1[Cl:40])=[CH:21][C:20]([C:27]([O:29][CH3:2])=[O:28])=[CH:19][CH:18]=2)[C:7]1[CH:8]=[CH:9][CH:10]=[CH:11][CH:12]=1. Given the reactants [Li][CH2:2]CCC.[CH2:6]([O:13][C:14]1[C:15](=O)[NH:16][C:17]2[C:22](C=1O)=[CH:21][C:20](Br)=[CH:19][CH:18]=2)[C:7]1[CH:12]=[CH:11][CH:10]=[CH:9][CH:8]=1.[C:27](=[O:29])=[O:28].IC.[C:32]([O-:35])([O-])=O.[Na+].[Na+].[CH2:38]([Cl:40])Cl, predict the reaction product. (7) Given the reactants [F:8][C:7]([F:10])([F:9])[C:6](O[C:6](=[O:11])[C:7]([F:10])([F:9])[F:8])=[O:11].[CH3:14][C:15]1[N:19]([C:20]2[CH:25]=[CH:24][C:23]([C:26]([F:29])([F:28])[F:27])=[CH:22][N:21]=2)[N:18]=[CH:17][C:16]=1[C:30]([NH:32][C:33]1[CH:34]=[N:35][C:36]([CH:40]2[CH2:45][CH2:44][NH:43][CH2:42][CH2:41]2)=[C:37]([CH3:39])[CH:38]=1)=[O:31].C(N(CC)CC)C.O, predict the reaction product. The product is: [CH3:14][C:15]1[N:19]([C:20]2[CH:25]=[CH:24][C:23]([C:26]([F:28])([F:29])[F:27])=[CH:22][N:21]=2)[N:18]=[CH:17][C:16]=1[C:30]([NH:32][C:33]1[CH:34]=[N:35][C:36]([CH:40]2[CH2:41][CH2:42][N:43]([C:6](=[O:11])[C:7]([F:8])([F:9])[F:10])[CH2:44][CH2:45]2)=[C:37]([CH3:39])[CH:38]=1)=[O:31].